This data is from Full USPTO retrosynthesis dataset with 1.9M reactions from patents (1976-2016). The task is: Predict the reactants needed to synthesize the given product. (1) The reactants are: CS([C:5]1[N:10]=[C:9]([N:11]2[C:15]3[CH:16]=[CH:17][CH:18]=[CH:19][C:14]=3[N:13]=[N:12]2)[CH:8]=[CH:7][N:6]=1)(=O)=O.CN1C(=O)CCC1.C(N(C(C)C)CC)(C)C.[NH2:36][CH:37]1[CH2:42][CH2:41][CH:40]([NH:43][C:44](=[O:48])[CH2:45][O:46][CH3:47])[CH2:39][CH2:38]1. Given the product [N:11]1([C:9]2[CH:8]=[CH:7][N:6]=[C:5]([NH:36][C@H:37]3[CH2:42][CH2:41][C@H:40]([NH:43][C:44](=[O:48])[CH2:45][O:46][CH3:47])[CH2:39][CH2:38]3)[N:10]=2)[C:15]2[CH:16]=[CH:17][CH:18]=[CH:19][C:14]=2[N:13]=[N:12]1, predict the reactants needed to synthesize it. (2) Given the product [C:1]([O:5][C:6]([N:8]1[CH2:12][CH2:11][CH2:10][C@@H:9]1[CH2:13][N:14]1[C:18]2[CH:19]=[CH:20][C:21]([C:23]([O:25][CH3:26])=[O:24])=[CH:22][C:17]=2[N:16]=[C:15]1[NH:27][C:33]([C:32]1[O:28][N:29]=[CH:30][CH:31]=1)=[O:34])=[O:7])([CH3:4])([CH3:3])[CH3:2], predict the reactants needed to synthesize it. The reactants are: [C:1]([O:5][C:6]([N:8]1[CH2:12][CH2:11][CH2:10][C@@H:9]1[CH2:13][N:14]1[C:18]2[CH:19]=[CH:20][C:21]([C:23]([O:25][CH3:26])=[O:24])=[CH:22][C:17]=2[NH:16][C:15]1=[NH:27])=[O:7])([CH3:4])([CH3:3])[CH3:2].[O:28]1[C:32]([C:33](O)=[O:34])=[CH:31][CH:30]=[N:29]1.CCN(C(C)C)C(C)C.CN(C(ON1N=NC2C=CC=NC1=2)=[N+](C)C)C.F[P-](F)(F)(F)(F)F. (3) Given the product [CH3:1][O:2][P:3]([CH2:18][CH2:17][CH2:16][O:9][C:10]1[CH:15]=[CH:14][CH:13]=[CH:12][CH:11]=1)(=[O:6])[O:4][CH3:5], predict the reactants needed to synthesize it. The reactants are: [CH3:1][O:2][P:3]([O-:6])[O:4][CH3:5].[H-].[Na+].[O:9]([CH2:16][CH2:17][CH2:18]Br)[C:10]1[CH:15]=[CH:14][CH:13]=[CH:12][CH:11]=1. (4) The reactants are: C(NC(C)C)(C)C.[CH2:8]([Li])[CH2:9][CH2:10][CH3:11].[C:13]([C:15]1[C:16](=[O:22])[NH:17][C:18](C)=[CH:19][CH:20]=1)#[N:14].BrCCC. Given the product [CH2:8]([C:18]1[NH:17][C:16](=[O:22])[C:15]([C:13]#[N:14])=[CH:20][CH:19]=1)[CH2:9][CH2:10][CH3:11], predict the reactants needed to synthesize it. (5) Given the product [NH:24]1[C:25]2[C:30](=[CH:29][CH:28]=[CH:27][CH:26]=2)[C:22]([CH2:21][C:9]([CH3:31])([NH:8][CH2:6][C:3]2[NH:2][N:1]=[CH:5][CH:4]=2)[C:10]([NH:12][CH:13]([C:15]2[CH:16]=[CH:17][CH:18]=[CH:19][CH:20]=2)[CH3:14])=[O:11])=[CH:23]1, predict the reactants needed to synthesize it. The reactants are: [NH:1]1[CH:5]=[CH:4][C:3]([CH:6]=O)=[N:2]1.[NH2:8][C:9]([CH3:31])([CH2:21][C:22]1[C:30]2[C:25](=[CH:26][CH:27]=[CH:28][CH:29]=2)[NH:24][CH:23]=1)[C:10]([NH:12][CH:13]([C:15]1[CH:20]=[CH:19][CH:18]=[CH:17][CH:16]=1)[CH3:14])=[O:11].C(O[BH-](OC(=O)C)OC(=O)C)(=O)C.[Na+]. (6) Given the product [CH2:1]([O:3][C:4]1[CH:5]=[C:6]2[C:11](=[C:12]3[CH2:16][C:15]([CH3:18])([CH3:17])[O:14][C:13]=13)[C:10]([C:19]1[CH:20]=[CH:21][C:22]([CH2:25][CH2:26][C:27]([OH:29])=[O:28])=[CH:23][CH:24]=1)=[N:9][C:8]([CH3:32])([CH3:33])[CH2:7]2)[CH3:2], predict the reactants needed to synthesize it. The reactants are: [CH2:1]([O:3][C:4]1[CH:5]=[C:6]2[C:11](=[C:12]3[CH2:16][C:15]([CH3:18])([CH3:17])[O:14][C:13]=13)[C:10]([C:19]1[CH:24]=[CH:23][C:22]([CH2:25][CH2:26][C:27]([O:29]CC)=[O:28])=[CH:21][CH:20]=1)=[N:9][C:8]([CH3:33])([CH3:32])[CH2:7]2)[CH3:2].[OH-].[Na+].Cl. (7) Given the product [I:14][C:15]1[CH:24]=[CH:23][C:18]2[C:11]([C:12]#[N:13])=[CH:20][O:21][C:17]=2[CH:16]=1, predict the reactants needed to synthesize it. The reactants are: [H-].[Na+].C(OP([CH2:11][C:12]#[N:13])(=O)OCC)C.[I:14][C:15]1[CH:24]=[CH:23][C:18]2C(=O)[CH2:20][O:21][C:17]=2[CH:16]=1.Cl. (8) Given the product [ClH:1].[ClH:1].[NH2:12][CH:10]([C:7]1[CH:6]=[N:5][N:4]([CH2:3][C:23]([O:25][CH3:26])=[O:24])[C:8]=1[CH3:9])[CH3:11], predict the reactants needed to synthesize it. The reactants are: [ClH:1].Cl.[CH3:3][N:4]1[C:8]([CH3:9])=[C:7]([C@H:10]([NH2:12])[CH3:11])[CH:6]=[N:5]1.C(C1C=NN(C[C:23]([O:25][CH3:26])=[O:24])C=1C)(=O)C. (9) Given the product [C:24]([O:23][C:21]([N:18]1[CH2:19][CH2:20][CH:15]([CH2:14][NH:13][C:2]2[C:7]([C:8]([O:10][CH3:11])=[O:9])=[CH:6][N:5]=[C:4]([Cl:12])[CH:3]=2)[CH2:16][CH2:17]1)=[O:22])([CH3:27])([CH3:26])[CH3:25], predict the reactants needed to synthesize it. The reactants are: Cl[C:2]1[C:7]([C:8]([O:10][CH3:11])=[O:9])=[CH:6][N:5]=[C:4]([Cl:12])[CH:3]=1.[NH2:13][CH2:14][CH:15]1[CH2:20][CH2:19][N:18]([C:21]([O:23][C:24]([CH3:27])([CH3:26])[CH3:25])=[O:22])[CH2:17][CH2:16]1.C(N(CC)CC)C.